This data is from NCI-60 drug combinations with 297,098 pairs across 59 cell lines. The task is: Regression. Given two drug SMILES strings and cell line genomic features, predict the synergy score measuring deviation from expected non-interaction effect. Drug 1: CC1=C2C(C(=O)C3(C(CC4C(C3C(C(C2(C)C)(CC1OC(=O)C(C(C5=CC=CC=C5)NC(=O)OC(C)(C)C)O)O)OC(=O)C6=CC=CC=C6)(CO4)OC(=O)C)OC)C)OC. Drug 2: CCN(CC)CCCC(C)NC1=C2C=C(C=CC2=NC3=C1C=CC(=C3)Cl)OC. Cell line: NCI/ADR-RES. Synergy scores: CSS=24.6, Synergy_ZIP=-7.10, Synergy_Bliss=-2.12, Synergy_Loewe=-3.87, Synergy_HSA=-1.48.